This data is from NCI-60 drug combinations with 297,098 pairs across 59 cell lines. The task is: Regression. Given two drug SMILES strings and cell line genomic features, predict the synergy score measuring deviation from expected non-interaction effect. Drug 1: CC(C)(C1=NC(=CC=C1)N2C3=NC(=NC=C3C(=O)N2CC=C)NC4=CC=C(C=C4)N5CCN(CC5)C)O. Drug 2: CS(=O)(=O)CCNCC1=CC=C(O1)C2=CC3=C(C=C2)N=CN=C3NC4=CC(=C(C=C4)OCC5=CC(=CC=C5)F)Cl. Cell line: HT29. Synergy scores: CSS=73.8, Synergy_ZIP=7.04, Synergy_Bliss=8.60, Synergy_Loewe=4.93, Synergy_HSA=11.0.